Dataset: Reaction yield outcomes from USPTO patents with 853,638 reactions. Task: Predict the reaction yield, written as a fraction of the theoretical maximum amount of product (1.0 means a 100% yield; for example, 0.34 means a 34% yield). (1) The reactants are O=[C:2]([C:6]1[CH:7]=[N:8][CH:9]=[CH:10][CH:11]=1)[CH2:3][C:4]#[N:5].[CH3:12][NH:13][NH2:14]. The catalyst is C(O)C. The product is [CH3:12][N:13]1[C:2]([C:6]2[CH:7]=[N:8][CH:9]=[CH:10][CH:11]=2)=[CH:3][C:4]([NH2:5])=[N:14]1. The yield is 0.0614. (2) The reactants are [C:1]([O:5][C:6]([N:8](C(OC(C)(C)C)=O)[C:9]1[CH:10]=[N:11][CH:12]=[CH:13][C:14]=1[N:15]1[CH2:20][C@@H:19]([CH3:21])[C@@H:18]([CH2:22]S([O-])(=O)=O)[C@@H:17]([NH:27][C:28]([O:30][C:31]([CH3:34])([CH3:33])[CH3:32])=[O:29])[CH2:16]1)=[O:7])([CH3:4])([CH3:3])[CH3:2].[C-]#[N:43].[Na+]. The catalyst is CN(C=O)C. The product is [C:1]([O:5][C:6]([NH:8][C:9]1[CH:10]=[N:11][CH:12]=[CH:13][C:14]=1[N:15]1[CH2:20][C@H:19]([CH3:21])[C@H:18]([C:22]#[N:43])[C@H:17]([NH:27][C:28](=[O:29])[O:30][C:31]([CH3:33])([CH3:34])[CH3:32])[CH2:16]1)=[O:7])([CH3:2])([CH3:4])[CH3:3]. The yield is 0.0500. (3) The reactants are [F:1][C:2]([F:28])([C:7]1[CH:11]=[C:10]([NH:12][C:13](=[O:21])OC2C=CC=CC=2)[N:9]([C:22]2[CH:27]=[CH:26][CH:25]=[CH:24][CH:23]=2)[N:8]=1)[C:3]([F:6])([F:5])[F:4].[CH3:29][O:30][C:31]1[CH:32]=[C:33]2[C:38](=[CH:39][C:40]=1[O:41][CH3:42])[N:37]=[CH:36][N:35]=[C:34]2[O:43][C:44]1[CH:45]=[C:46]([CH:48]=[CH:49][CH:50]=1)[NH2:47].C(N(C(C)C)CC)C. The catalyst is C1COCC1. The product is [CH3:29][O:30][C:31]1[CH:32]=[C:33]2[C:38](=[CH:39][C:40]=1[O:41][CH3:42])[N:37]=[CH:36][N:35]=[C:34]2[O:43][C:44]1[CH:45]=[C:46]([NH:47][C:13]([NH:12][C:10]2[N:9]([C:22]3[CH:23]=[CH:24][CH:25]=[CH:26][CH:27]=3)[N:8]=[C:7]([C:2]([F:1])([F:28])[C:3]([F:4])([F:6])[F:5])[CH:11]=2)=[O:21])[CH:48]=[CH:49][CH:50]=1. The yield is 0.390. (4) The reactants are [Cl:1][C:2]1[CH:7]=[C:6]([O:8][CH3:9])[C:5](I)=[CH:4][C:3]=1[CH:11]1[CH2:13][CH2:12]1.[SH:14][CH2:15][C:16]([O:18][CH3:19])=[O:17].CCN(CC)CC. The catalyst is CN1C(=O)CCC1.C1C=CC(/C=C/C(/C=C/C2C=CC=CC=2)=O)=CC=1.C1C=CC(/C=C/C(/C=C/C2C=CC=CC=2)=O)=CC=1.C1C=CC(/C=C/C(/C=C/C2C=CC=CC=2)=O)=CC=1.[Pd].[Pd].C1(P(C2C=CC=CC=2)[C-]2C=CC=C2)C=CC=CC=1.[C-]1(P(C2C=CC=CC=2)C2C=CC=CC=2)C=CC=C1.[Fe+2]. The product is [Cl:1][C:2]1[C:3]([CH:11]2[CH2:13][CH2:12]2)=[CH:4][C:5]([S:14][CH2:15][C:16]([O:18][CH3:19])=[O:17])=[C:6]([O:8][CH3:9])[CH:7]=1. The yield is 0.920. (5) The reactants are [Br:1][C:2]1[CH:3]=[N:4][CH:5]=[C:6]([CH:10]=1)[C:7]([OH:9])=O.CN(C(ON1N=NC2C=CC=NC1=2)=[N+](C)C)C.F[P-](F)(F)(F)(F)F.CCN(C(C)C)C(C)C.[Cl:44][C:45]1[C:53]([C:54]#[N:55])=[CH:52][CH:51]=[C:50]2[C:46]=1[CH:47]=[C:48]([CH:62]([F:64])[F:63])[N:49]2[CH2:56]/[C:57](=[N:60]/[H])/[NH:58]O. The catalyst is CN(C=O)C.C1COCC1.O. The product is [Br:1][C:2]1[CH:10]=[C:6]([C:7]2[O:9][N:60]=[C:57]([CH2:56][N:49]3[C:50]4[C:46](=[C:45]([Cl:44])[C:53]([C:54]#[N:55])=[CH:52][CH:51]=4)[CH:47]=[C:48]3[CH:62]([F:64])[F:63])[N:58]=2)[CH:5]=[N:4][CH:3]=1. The yield is 0.310. (6) The reactants are [I:1][C:2]1[CH:11]=[C:10]([N+:12]([O-:14])=[O:13])[CH:9]=[CH:8][C:3]=1[C:4](OC)=[O:5].[BH4-].[Li+].O.C(OCC)(=O)C. The catalyst is C1COCC1. The product is [I:1][C:2]1[CH:11]=[C:10]([N+:12]([O-:14])=[O:13])[CH:9]=[CH:8][C:3]=1[CH2:4][OH:5]. The yield is 0.670. (7) The reactants are [NH2:1][C:2]1[CH:7]=[CH:6][C:5]([C:8]2[N:9]([CH2:24][CH3:25])[C:10]3[C:15]([C:16]=2[C:17]#[N:18])=[CH:14][CH:13]=[C:12]([O:19][C:20]([F:23])([F:22])[F:21])[CH:11]=3)=[CH:4][CH:3]=1.[CH2:26]([S:28](Cl)(=[O:30])=[O:29])[CH3:27]. The catalyst is N1C=CC=CC=1.O. The product is [C:17]([C:16]1[C:15]2[C:10](=[CH:11][C:12]([O:19][C:20]([F:23])([F:21])[F:22])=[CH:13][CH:14]=2)[N:9]([CH2:24][CH3:25])[C:8]=1[C:5]1[CH:4]=[CH:3][C:2]([NH:1][S:28]([CH2:26][CH3:27])(=[O:30])=[O:29])=[CH:7][CH:6]=1)#[N:18]. The yield is 0.830. (8) The reactants are [Cl:1][C:2]1[CH:8]=[C:7]([O:9][C:10]2[C:19]3[C:14](=[CH:15][C:16]([O:22][CH3:23])=[C:17]([O:20][CH3:21])[CH:18]=3)[N:13]=[CH:12][N:11]=2)[CH:6]=[CH:5][C:3]=1[NH2:4].ClC(Cl)(O[C:28](=[O:34])OC(Cl)(Cl)Cl)Cl.[CH:36]([NH2:40])([CH2:38][CH3:39])[CH3:37].C(=O)([O-])O.[Na+]. The catalyst is C(Cl)(Cl)Cl.C(N(CC)CC)C. The product is [CH:36]([NH:40][C:28]([NH:4][C:3]1[CH:5]=[CH:6][C:7]([O:9][C:10]2[C:19]3[C:14](=[CH:15][C:16]([O:22][CH3:23])=[C:17]([O:20][CH3:21])[CH:18]=3)[N:13]=[CH:12][N:11]=2)=[CH:8][C:2]=1[Cl:1])=[O:34])([CH2:38][CH3:39])[CH3:37]. The yield is 0.520. (9) The reactants are [OH-].[Na+].[S:3]1[CH:7]=[CH:6][CH:5]=[C:4]1[S:8](Cl)(=[O:10])=[O:9].[Br:12][C:13]1[CH:21]=[CH:20][CH:19]=[C:18]2[C:14]=1[CH:15]=[CH:16][NH:17]2. The catalyst is S([O-])(O)(=O)=O.C([N+](CCCC)(CCCC)CCCC)CCC.S1C=CC=C1S(Cl)(=O)=O. The product is [Br:12][C:13]1[CH:21]=[CH:20][CH:19]=[C:18]2[C:14]=1[CH:15]=[CH:16][N:17]2[S:8]([C:4]1[S:3][CH:7]=[CH:6][CH:5]=1)(=[O:10])=[O:9]. The yield is 0.960. (10) The reactants are [Br:1][C:2]1[CH:3]=[C:4]([NH:13][CH:14]2[CH2:19][CH2:18][O:17][CH2:16][CH2:15]2)[C:5]([CH3:12])=[C:6]([CH:11]=1)[C:7]([O:9][CH3:10])=[O:8].[C:20](O)([C:22]([F:25])([F:24])[F:23])=O.[BH4-].[Na+].[OH-].[Na+]. The catalyst is Cl. The product is [Br:1][C:2]1[CH:3]=[C:4]([N:13]([CH:14]2[CH2:19][CH2:18][O:17][CH2:16][CH2:15]2)[CH2:20][C:22]([F:25])([F:24])[F:23])[C:5]([CH3:12])=[C:6]([CH:11]=1)[C:7]([O:9][CH3:10])=[O:8]. The yield is 0.910.